Dataset: Full USPTO retrosynthesis dataset with 1.9M reactions from patents (1976-2016). Task: Predict the reactants needed to synthesize the given product. Given the product [C:1]([O:6][CH2:7][CH:8]([OH:10])[CH2:9][O:11][C:12]1[CH:19]=[CH:18][C:15]([CH:16]=[O:17])=[CH:14][CH:13]=1)(=[O:5])[C:2]([CH3:4])=[CH2:3], predict the reactants needed to synthesize it. The reactants are: [C:1]([O:6][CH2:7][CH:8]1[O:10][CH2:9]1)(=[O:5])[C:2]([CH3:4])=[CH2:3].[OH:11][C:12]1[CH:19]=[CH:18][C:15]([CH:16]=[O:17])=[CH:14][CH:13]=1.[NH4+].N(N(C1C=CC=CC=1)O)=O.C(=O)([O-])[O-].[Na+].[Na+].